This data is from Reaction yield outcomes from USPTO patents with 853,638 reactions. The task is: Predict the reaction yield, written as a fraction of the theoretical maximum amount of product (1.0 means a 100% yield; for example, 0.34 means a 34% yield). (1) The reactants are [NH2:1][S:2]([N:5]([CH2:13][C@@H:14]1[CH2:18][C@@H:17]([O:19][C:20]2[CH:25]=[C:24]([NH:26][C@@H:27]3[C:35]4[C:30](=[CH:31][CH:32]=[CH:33][CH:34]=4)[CH2:29][C@@H:28]3[O:36][CH3:37])[N:23]=[CH:22][N:21]=2)[CH2:16][C@@H:15]1[OH:38])C(=O)OC(C)(C)C)(=[O:4])=[O:3].FC(F)(F)C(O)=O. The catalyst is C(Cl)Cl.C1(C)C=CC=CC=1. The product is [OH:38][C@H:15]1[CH2:16][C@H:17]([O:19][C:20]2[CH:25]=[C:24]([NH:26][C@@H:27]3[C:35]4[C:30](=[CH:31][CH:32]=[CH:33][CH:34]=4)[CH2:29][C@@H:28]3[O:36][CH3:37])[N:23]=[CH:22][N:21]=2)[CH2:18][C@H:14]1[CH2:13][NH:5][S:2]([NH2:1])(=[O:4])=[O:3]. The yield is 0.840. (2) The reactants are [CH3:1][C:2]1[CH:6]=[C:5]([CH3:7])[NH:4][C:3]=1/[CH:8]=[C:9]1\[C:10](=[O:25])[N:11]([C:18](N2C=CN=C2)=[O:19])[C:12]2[C:17]\1=[CH:16][CH:15]=[CH:14][CH:13]=2.[CH3:26][O:27][CH2:28][CH2:29][OH:30]. No catalyst specified. The product is [CH3:26][O:27][CH2:28][CH2:29][O:30][C:18]([N:11]1[C:12]2[C:17](=[CH:16][CH:15]=[CH:14][CH:13]=2)/[C:9](=[CH:8]/[C:3]2[NH:4][C:5]([CH3:7])=[CH:6][C:2]=2[CH3:1])/[C:10]1=[O:25])=[O:19]. The yield is 0.310. (3) The reactants are [F:1][C:2]1[CH:7]=[CH:6][CH:5]=[CH:4][C:3]=1[CH:8]1[CH2:10][O:9]1.[OH:11][C:12]1[CH:19]=[CH:18][C:15]([CH:16]=[O:17])=[CH:14][CH:13]=1.[OH-].[Na+]. The catalyst is C1(C)C=CC=CC=1. The product is [F:1][C:2]1[CH:7]=[CH:6][CH:5]=[CH:4][C:3]=1[CH:8]([OH:9])[CH2:10][O:11][C:12]1[CH:19]=[CH:18][C:15]([CH:16]=[O:17])=[CH:14][CH:13]=1. The yield is 0.110. (4) The reactants are [CH3:1][C:2]([OH:13])([CH3:12])[CH2:3][N:4]1[CH:8]=[CH:7][C:6]([N+:9]([O-:11])=[O:10])=[N:5]1.CN(C=O)C.[H-].[Na+].[C:21]([O:24][CH2:25][CH3:26])(=O)C. The catalyst is [NH4+].[Cl-]. The product is [CH3:12][C:2]([O:13][CH2:26][C@H:25]1[CH2:21][O:24]1)([CH3:1])[CH2:3][N:4]1[CH:8]=[CH:7][C:6]([N+:9]([O-:11])=[O:10])=[N:5]1. The yield is 0.410. (5) The yield is 0.770. The product is [CH3:42][N:43]([CH2:6][C:7]1[C:8]([NH:33][C:34]([C:36]2[O:37][CH:38]=[CH:39][CH:40]=2)=[O:35])=[N:9][C:10]([C:22]2[CH:27]=[CH:26][C:25]([F:28])=[CH:24][C:23]=2[O:29][CH2:30][O:31][CH3:32])=[CH:11][C:12]=1[C:13]1[CH:18]=[CH:17][CH:16]=[C:15]([N+:19]([O-:21])=[O:20])[CH:14]=1)[CH3:44]. The catalyst is C1COCC1.C(=O)([O-])O.[Na+]. The reactants are CS(O[CH2:6][C:7]1[C:8]([NH:33][C:34]([C:36]2[O:37][CH:38]=[CH:39][CH:40]=2)=[O:35])=[N:9][C:10]([C:22]2[CH:27]=[CH:26][C:25]([F:28])=[CH:24][C:23]=2[O:29][CH2:30][O:31][CH3:32])=[CH:11][C:12]=1[C:13]1[CH:18]=[CH:17][CH:16]=[C:15]([N+:19]([O-:21])=[O:20])[CH:14]=1)(=O)=O.[Cl-].[CH3:42][NH2+:43][CH3:44].C(N(CC)CC)C.